Dataset: Forward reaction prediction with 1.9M reactions from USPTO patents (1976-2016). Task: Predict the product of the given reaction. (1) Given the reactants C1COCC1.[OH-].[Na+].[C:8]12([C:18]3[CH:19]=[C:20]([CH:28]=[CH:29][CH:30]=3)[O:21][CH2:22][C:23]([O:25]CC)=[O:24])[CH2:17][CH:12]3[CH2:13][CH:14]([CH2:16][CH:10]([CH2:11]3)[CH2:9]1)[CH2:15]2.Cl, predict the reaction product. The product is: [C:8]12([C:18]3[CH:19]=[C:20]([CH:28]=[CH:29][CH:30]=3)[O:21][CH2:22][C:23]([OH:25])=[O:24])[CH2:15][CH:14]3[CH2:16][CH:10]([CH2:11][CH:12]([CH2:13]3)[CH2:17]1)[CH2:9]2. (2) Given the reactants [CH3:1][C:2]1[C:11]([CH2:12][CH2:13][C:14]#[N:15])=[CH:10][C:9]2[C:4](=[N:5][CH:6]=[CH:7][CH:8]=2)[N:3]=1.[H][H], predict the reaction product. The product is: [CH3:1][C:2]1[C:11]([CH2:12][CH2:13][C:14]#[N:15])=[CH:10][C:9]2[CH2:8][CH2:7][CH2:6][NH:5][C:4]=2[N:3]=1. (3) Given the reactants [C:1]([NH:3][C:4]([Cl:6])=[NH:5])#[N:2].O=P(Cl)(Cl)Cl.[CH3:12][N:13]([CH:15]=O)[CH3:14].O, predict the reaction product. The product is: [Cl:6][C:4]1[N:3]=[CH:1][N:2]=[C:15]([N:13]([CH3:14])[CH3:12])[N:5]=1. (4) Given the reactants Br[CH2:2][CH2:3][CH2:4][CH2:5][CH2:6][CH2:7][CH2:8][CH2:9][CH2:10][CH2:11][CH2:12]CCC.C(OCC(F)(F)[F:31])(=O)CCCCCCCCC#C.C(OCC(F)(F)F)(=O)CCCCCCCCC=C.C(O)(=O)CCCCCCCCC#C.C(O)(=O)CCCCCCCCC=C.FC(F)(F)CO.C1(N=C=NC2CCCCC2)CCCCC1, predict the reaction product. The product is: [F:31][CH2:2][CH2:3][CH2:4][CH2:5][CH2:6][CH2:7][CH2:8][CH2:9][CH2:10][CH:11]=[CH2:12]. (5) Given the reactants [H-].[Na+].[CH3:3][C:4]1[C:8]2[CH:9]=[CH:10][CH:11]=[CH:12][C:7]=2[O:6][C:5]=1[CH:13]([NH:15][S@@:16]([C:18]([CH3:21])([CH3:20])[CH3:19])=[O:17])[CH3:14].[CH3:22]I, predict the reaction product. The product is: [CH3:22][N:15]([C@@H:13]([C:5]1[O:6][C:7]2[CH:12]=[CH:11][CH:10]=[CH:9][C:8]=2[C:4]=1[CH3:3])[CH3:14])[S@@:16]([C:18]([CH3:20])([CH3:19])[CH3:21])=[O:17]. (6) Given the reactants [CH3:1][C:2]1[C:6]([C:7]2[CH:12]=[CH:11][C:10]([N+:13]([O-:15])=[O:14])=[CH:9][CH:8]=2)=[CH:5][NH:4][C:3]=1[C:16]([O:18][CH2:19][CH3:20])=[O:17].[H-].[Na+].S([O-])([O-])(=O)=S.[Na+].[Na+].C[N:31](C)C=O, predict the reaction product. The product is: [NH2:31][N:4]1[CH:5]=[C:6]([C:7]2[CH:8]=[CH:9][C:10]([N+:13]([O-:15])=[O:14])=[CH:11][CH:12]=2)[C:2]([CH3:1])=[C:3]1[C:16]([O:18][CH2:19][CH3:20])=[O:17]. (7) Given the reactants [N+:1]([C:4]1[CH:5]=[N:6][C:7]2[C:12]([C:13]=1[NH:14][CH2:15][CH2:16][C:17]([O:19][CH2:20][CH3:21])=[O:18])=[CH:11][CH:10]=[CH:9][CH:8]=2)([O-])=O, predict the reaction product. The product is: [NH2:1][C:4]1[CH:5]=[N:6][C:7]2[C:12]([C:13]=1[NH:14][CH2:15][CH2:16][C:17]([O:19][CH2:20][CH3:21])=[O:18])=[CH:11][CH:10]=[CH:9][CH:8]=2. (8) Given the reactants [C:1]([O:5][C:6]([NH:8][CH:9]([CH2:13][C:14]1[CH:19]=[CH:18][C:17]([Cl:20])=[CH:16][C:15]=1[CH3:21])[C:10]([OH:12])=O)=[O:7])([CH3:4])([CH3:3])[CH3:2].C1C=CC2N(O)N=NC=2C=1.CCN=C=NCCCN(C)C.CN1CCOCC1.[N:50]1([C:56]2[C:65]3[C:60](=[CH:61][CH:62]=[CH:63][CH:64]=3)[N:59]=[CH:58][N:57]=2)[CH2:55][CH2:54][NH:53][CH2:52][CH2:51]1, predict the reaction product. The product is: [C:1]([O:5][C:6](=[O:7])[NH:8][CH:9]([CH2:13][C:14]1[CH:19]=[CH:18][C:17]([Cl:20])=[CH:16][C:15]=1[CH3:21])[C:10](=[O:12])[N:53]1[CH2:54][CH2:55][N:50]([C:56]2[C:65]3[C:60](=[CH:61][CH:62]=[CH:63][CH:64]=3)[N:59]=[CH:58][N:57]=2)[CH2:51][CH2:52]1)([CH3:2])([CH3:3])[CH3:4]. (9) Given the reactants [F:1][C:2]1[CH:3]=[CH:4][C:5]2[CH2:11][S:10](=[O:13])(=[O:12])[NH:9][N:8]=[C:7]([C:14]3[CH:19]=[CH:18][C:17]([F:20])=[CH:16][CH:15]=3)[C:6]=2[CH:21]=1.[CH3:22]I, predict the reaction product. The product is: [F:1][C:2]1[CH:3]=[CH:4][C:5]2[CH2:11][S:10](=[O:12])(=[O:13])[N:9]([CH3:22])[N:8]=[C:7]([C:14]3[CH:19]=[CH:18][C:17]([F:20])=[CH:16][CH:15]=3)[C:6]=2[CH:21]=1. (10) Given the reactants Br[CH:2]([C:6]1[CH:11]=[CH:10][CH:9]=[CH:8][C:7]=1[Cl:12])[C:3]([OH:5])=O.O=S(Cl)Cl.[F:17][C:18]([F:32])([F:31])[C:19]1[CH:20]=[C:21]([NH:29][NH2:30])[CH:22]=[C:23]([C:25]([F:28])([F:27])[F:26])[CH:24]=1.C([O-])([O-])=O.[K+].[K+].[CH3:39][N:40]1[CH2:45][CH2:44][NH:43][CH2:42][CH2:41]1, predict the reaction product. The product is: [F:17][C:18]([F:31])([F:32])[C:19]1[CH:20]=[C:21]([NH:29][NH:30][C:3](=[O:5])[CH:2]([C:6]2[CH:11]=[CH:10][CH:9]=[CH:8][C:7]=2[Cl:12])[N:43]2[CH2:44][CH2:45][N:40]([CH3:39])[CH2:41][CH2:42]2)[CH:22]=[C:23]([C:25]([F:28])([F:26])[F:27])[CH:24]=1.